This data is from Forward reaction prediction with 1.9M reactions from USPTO patents (1976-2016). The task is: Predict the product of the given reaction. (1) Given the reactants [CH2:1]([N:8]([CH2:18][CH:19]([NH2:38])[CH2:20][N:21]([CH2:31][C:32]1[CH:37]=[CH:36][CH:35]=[CH:34][CH:33]=1)[C:22]([O:24][CH2:25][C:26]1[S:30][CH:29]=[N:28][CH:27]=1)=[O:23])[C:9](=[O:17])[O:10][CH2:11][C:12]1[S:16][CH:15]=[N:14][CH:13]=1)[C:2]1[CH:7]=[CH:6][CH:5]=[CH:4][CH:3]=1.C(N(C(C)C)CC)(C)C.[C:48](Cl)(=[O:52])[CH:49]([CH3:51])[CH3:50], predict the reaction product. The product is: [CH2:31]([N:21]([CH2:20][CH:19]([NH:38][C:48](=[O:52])[CH:49]([CH3:51])[CH3:50])[CH2:18][N:8]([CH2:1][C:2]1[CH:3]=[CH:4][CH:5]=[CH:6][CH:7]=1)[C:9]([O:10][CH2:11][C:12]1[S:16][CH:15]=[N:14][CH:13]=1)=[O:17])[C:22](=[O:23])[O:24][CH2:25][C:26]1[S:30][CH:29]=[N:28][CH:27]=1)[C:32]1[CH:33]=[CH:34][CH:35]=[CH:36][CH:37]=1. (2) Given the reactants C[Si](Br)(C)C.C([O:8][P:9]([CH2:14][CH2:15][NH:16][C:17]([NH:19][CH2:20][CH2:21][O:22][C:23](=[O:27])[C:24]([CH3:26])=[CH2:25])=[O:18])(=[O:13])[O:10]CC)C, predict the reaction product. The product is: [C:23]([O:22][CH2:21][CH2:20][NH:19][C:17]([NH:16][CH2:15][CH2:14][P:9](=[O:8])([OH:13])[OH:10])=[O:18])(=[O:27])[C:24]([CH3:26])=[CH2:25]. (3) Given the reactants [F:1][C:2]1([CH2:8][N:9]2[CH2:14][CH2:13][CH:12]([CH2:15][O:16][C:17]3[CH:22]=[CH:21][C:20]([C:23]4[CH:28]=[CH:27][C:26]([C:29]([O:31]C)=[O:30])=[CH:25][CH:24]=4)=[CH:19][CH:18]=3)[CH2:11][CH2:10]2)[CH2:7][CH2:6][CH2:5][CH2:4][CH2:3]1.O[Li].O, predict the reaction product. The product is: [F:1][C:2]1([CH2:8][N:9]2[CH2:10][CH2:11][CH:12]([CH2:15][O:16][C:17]3[CH:18]=[CH:19][C:20]([C:23]4[CH:28]=[CH:27][C:26]([C:29]([OH:31])=[O:30])=[CH:25][CH:24]=4)=[CH:21][CH:22]=3)[CH2:13][CH2:14]2)[CH2:3][CH2:4][CH2:5][CH2:6][CH2:7]1. (4) Given the reactants C(O[C:4]([C:6]1([CH2:12][CH2:13]OC)[CH2:11][CH2:10][NH:9][CH2:8][CH2:7]1)=[O:5])C.[CH:16]1([CH2:20][S:21](Cl)(=[O:23])=[O:22])[CH2:19][CH2:18][CH2:17]1.[CH:25]([O:28][C:29]1[CH:35]=[CH:34][C:32]([NH2:33])=[CH:31][CH:30]=1)([CH3:27])[CH3:26], predict the reaction product. The product is: [CH:16]1([CH2:20][S:21]([N:9]2[CH2:8][CH2:7][C:6]3([C:4](=[O:5])[N:33]([C:32]4[CH:31]=[CH:30][C:29]([O:28][CH:25]([CH3:27])[CH3:26])=[CH:35][CH:34]=4)[CH2:13][CH2:12]3)[CH2:11][CH2:10]2)(=[O:23])=[O:22])[CH2:19][CH2:18][CH2:17]1. (5) Given the reactants [N+:1]([C:4]1[CH:5]=[C:6]([CH:9]=[CH:10][CH:11]=1)[CH:7]=[O:8])([O-:3])=[O:2].[BH4-].[Na+], predict the reaction product. The product is: [N+:1]([C:4]1[CH:5]=[C:6]([CH2:7][OH:8])[CH:9]=[CH:10][CH:11]=1)([O-:3])=[O:2].